From a dataset of Reaction yield outcomes from USPTO patents with 853,638 reactions. Predict the reaction yield, written as a fraction of the theoretical maximum amount of product (1.0 means a 100% yield; for example, 0.34 means a 34% yield). (1) The reactants are [F:1][C:2]([F:10])([F:9])[CH2:3][CH2:4][CH2:5][C:6]([OH:8])=[O:7].ClC(Cl)(Cl)C(=N)O[C:15]([CH3:18])([CH3:17])[CH3:16].B(F)(F)F.CCOCC.C([O-])(O)=O.[Na+]. The catalyst is C1COCC1.CCCCCC. The product is [F:1][C:2]([F:10])([F:9])[CH2:3][CH2:4][CH2:5][C:6]([O:8][C:15]([CH3:18])([CH3:17])[CH3:16])=[O:7]. The yield is 0.980. (2) The reactants are [NH:1]1[CH2:8][CH2:7][CH2:6][C@H:2]1[C:3]([OH:5])=[O:4].C(=O)(O)[O-].[C:13](O[C:13]([O:15][C:16]([CH3:19])([CH3:18])[CH3:17])=[O:14])([O:15][C:16]([CH3:19])([CH3:18])[CH3:17])=[O:14].Cl. The catalyst is O1CCOCC1. The product is [C:16]([O:15][C:13]([N:1]1[CH2:8][CH2:7][CH2:6][C@H:2]1[C:3]([OH:5])=[O:4])=[O:14])([CH3:19])([CH3:18])[CH3:17]. The yield is 0.940. (3) The product is [CH2:15]([N:12]1[C:11]2[CH:10]=[CH:9][CH:8]=[CH:7][C:6]=2[C:5]2[C:13]1=[CH:1][CH:2]=[CH:3][CH:4]=2)[CH2:16][CH2:17][CH2:18][CH2:19][CH2:20][CH2:21][CH2:22][CH2:23][CH3:24]. The yield is 0.900. The reactants are [CH:1]1[C:13]2[NH:12][C:11]3[C:6](=[CH:7][CH:8]=[CH:9][CH:10]=3)[C:5]=2[CH:4]=[CH:3][CH:2]=1.Br[CH2:15][CH2:16][CH2:17][CH2:18][CH2:19][CH2:20][CH2:21][CH2:22][CH2:23][CH3:24].[OH-].[Na+]. The catalyst is [Br+].C([N+](CCCC)(CCCC)CCCC)CCC.C1C=CC=CC=1. (4) The reactants are [S:1]1[C:5]2[CH:6]=[CH:7][CH:8]=[CH:9][C:4]=2[N:3]=[C:2]1[NH:10][C@@H:11]1[CH2:14][C@H:13]([NH:15][C:16]2[C:21]([NH:22][CH3:23])=[N:20][CH:19]=[CH:18][N:17]=2)[CH2:12]1.N1C=CC=CC=1.ClC(Cl)(O[C:34](=[O:40])OC(Cl)(Cl)Cl)Cl. The catalyst is C(Cl)Cl.C(=O)(O)[O-].[Na+]. The product is [S:1]1[C:5]2[CH:6]=[CH:7][CH:8]=[CH:9][C:4]=2[N:3]=[C:2]1[NH:10][C@@H:11]1[CH2:14][C@H:13]([N:15]2[C:16]3=[N:17][CH:18]=[CH:19][N:20]=[C:21]3[N:22]([CH3:23])[C:34]2=[O:40])[CH2:12]1. The yield is 0.296. (5) The reactants are ClC(Cl)(O[C:5](=[O:11])OC(Cl)(Cl)Cl)Cl.[C:13]([O:17][C:18]([N:20]1[CH2:23][CH:22]([CH2:24][NH:25][C:26]2[N:31]=[C:30]([C:32]3[CH:37]=[CH:36][C:35]([NH2:38])=[CH:34][CH:33]=3)[N:29]=[C:28]([N:39]3[CH2:44][CH2:43][O:42][CH2:41][CH2:40]3)[N:27]=2)[CH2:21]1)=[O:19])([CH3:16])([CH3:15])[CH3:14].[NH2:45][C:46]1[CH:51]=[CH:50][N:49]=[CH:48][CH:47]=1.CCN(CC)CC. The catalyst is C(Cl)Cl. The product is [C:13]([O:17][C:18]([N:20]1[CH2:23][CH:22]([CH2:24][NH:25][C:26]2[N:27]=[C:28]([N:39]3[CH2:44][CH2:43][O:42][CH2:41][CH2:40]3)[N:29]=[C:30]([C:32]3[CH:37]=[CH:36][C:35]([NH:38][C:5]([NH:45][C:46]4[CH:51]=[CH:50][N:49]=[CH:48][CH:47]=4)=[O:11])=[CH:34][CH:33]=3)[N:31]=2)[CH2:21]1)=[O:19])([CH3:16])([CH3:14])[CH3:15]. The yield is 0.160.